Regression/Classification. Given a drug SMILES string, predict its absorption, distribution, metabolism, or excretion properties. Task type varies by dataset: regression for continuous measurements (e.g., permeability, clearance, half-life) or binary classification for categorical outcomes (e.g., BBB penetration, CYP inhibition). Dataset: cyp2d6_veith. From a dataset of CYP2D6 inhibition data for predicting drug metabolism from PubChem BioAssay. The drug is Cc1cc(OC(=O)c2ccccc2Cl)cc(=O)n1C. The result is 0 (non-inhibitor).